From a dataset of Full USPTO retrosynthesis dataset with 1.9M reactions from patents (1976-2016). Predict the reactants needed to synthesize the given product. Given the product [NH2:7][C:8]1[CH:13]=[C:12]([CH2:14][CH2:15][O:16][C:17]2[C:26]3[C:21](=[CH:22][CH:23]=[CH:24][CH:25]=3)[C:20]([NH:27][C:28]([NH:30][C:31]3[N:35]([C:36]4[CH:37]=[CH:38][C:39]([CH3:42])=[CH:40][CH:41]=4)[N:34]=[C:33]([C:43]([CH3:46])([CH3:45])[CH3:44])[CH:32]=3)=[O:29])=[CH:19][CH:18]=2)[CH:11]=[CH:10][N:9]=1, predict the reactants needed to synthesize it. The reactants are: C(OC(=O)[NH:7][C:8]1[CH:13]=[C:12]([CH2:14][CH2:15][O:16][C:17]2[C:26]3[C:21](=[CH:22][CH:23]=[CH:24][CH:25]=3)[C:20]([NH:27][C:28]([NH:30][C:31]3[N:35]([C:36]4[CH:41]=[CH:40][C:39]([CH3:42])=[CH:38][CH:37]=4)[N:34]=[C:33]([C:43]([CH3:46])([CH3:45])[CH3:44])[CH:32]=3)=[O:29])=[CH:19][CH:18]=2)[CH:11]=[CH:10][N:9]=1)(C)(C)C.C(O)(C(F)(F)F)=O.